From a dataset of Forward reaction prediction with 1.9M reactions from USPTO patents (1976-2016). Predict the product of the given reaction. (1) Given the reactants [C:1]([O:5][C:6]([NH:8][C@@:9]([C:14]1[CH:19]=[CH:18][CH:17]=[CH:16][CH:15]=1)([C:11]([OH:13])=O)[CH3:10])=[O:7])([CH3:4])([CH3:3])[CH3:2].N1(OC(N(C)C)=[N+](C)C)C2C=CC=CC=2N=N1.[NH:37]1[CH2:42][CH2:41][O:40][CH2:39][CH2:38]1.C(N(C(C)C)CC)(C)C, predict the reaction product. The product is: [C:1]([O:5][C:6]([NH:8][C@@:9]([CH3:10])([C:14]1[CH:19]=[CH:18][CH:17]=[CH:16][CH:15]=1)[C:11]([N:37]1[CH2:42][CH2:41][O:40][CH2:39][CH2:38]1)=[O:13])=[O:7])([CH3:2])([CH3:3])[CH3:4]. (2) Given the reactants [Cl:1][C:2]1[C:6]([C:7](OCC)=[O:8])=[C:5]([C:12]2[CH:17]=[CH:16][CH:15]=[CH:14][C:13]=2[CH3:18])[S:4][N:3]=1.O1CCCC1.[H-].[H-].[H-].[H-].[Li+].[Al+3], predict the reaction product. The product is: [Cl:1][C:2]1[C:6]([CH2:7][OH:8])=[C:5]([C:12]2[CH:17]=[CH:16][CH:15]=[CH:14][C:13]=2[CH3:18])[S:4][N:3]=1. (3) Given the reactants [Br:1][C:2]1[CH:9]=[CH:8][C:7]([OH:10])=[CH:6][C:3]=1[CH:4]=[O:5].[C:11]([Si:15]([C:23]1[CH:28]=[CH:27][CH:26]=[CH:25][CH:24]=1)([C:17]1[CH:22]=[CH:21][CH:20]=[CH:19][CH:18]=1)Cl)([CH3:14])([CH3:13])[CH3:12].N1C=CN=C1, predict the reaction product. The product is: [Br:1][C:2]1[CH:9]=[CH:8][C:7]([O:10][Si:15]([C:11]([CH3:14])([CH3:13])[CH3:12])([C:23]2[CH:24]=[CH:25][CH:26]=[CH:27][CH:28]=2)[C:17]2[CH:22]=[CH:21][CH:20]=[CH:19][CH:18]=2)=[CH:6][C:3]=1[CH:4]=[O:5]. (4) Given the reactants [F:1][C:2]1[CH:3]=[C:4]([CH:22]=[CH:23][C:24]=1[F:25])[CH2:5][O:6][C:7]1[CH:20]=[C:11]2[N:12]([CH2:16][C:17](O)=[O:18])[CH2:13][CH2:14][CH2:15][N:10]2[C:9](=[O:21])[N:8]=1.[NH:26]1[CH2:31][CH2:30][O:29][CH2:28][CH2:27]1, predict the reaction product. The product is: [F:1][C:2]1[CH:3]=[C:4]([CH:22]=[CH:23][C:24]=1[F:25])[CH2:5][O:6][C:7]1[CH:20]=[C:11]2[N:12]([CH2:16][C:17]([N:26]3[CH2:31][CH2:30][O:29][CH2:28][CH2:27]3)=[O:18])[CH2:13][CH2:14][CH2:15][N:10]2[C:9](=[O:21])[N:8]=1. (5) Given the reactants C(Cl)(=O)C(Cl)=O.[CH3:7][S:8]([CH3:10])=O.[F:11][C:12]([F:17])([F:16])[C:13]([OH:15])=[O:14].[OH:18][CH2:19]/[C:20](/[CH3:50])=[CH:21]/[C@@H:22]([N:26]([CH3:49])[C:27](=[O:48])[C@@H:28]([NH:33][C:34](=[O:47])[C@@H:35]([NH:45][CH3:46])[C:36]([CH3:44])([C:38]1[CH:43]=[CH:42][CH:41]=[CH:40][CH:39]=1)[CH3:37])[C:29]([CH3:32])([CH3:31])[CH3:30])[CH:23]([CH3:25])[CH3:24].C(N(CC)CC)C, predict the reaction product. The product is: [F:11][C:12]([F:17])([F:16])[C:13]([OH:15])=[O:14].[CH3:7][S+:8]([CH3:10])[C:41]1[CH:42]=[CH:43][C:38]([C:36]([CH3:44])([CH3:37])[C@@H:35]([C:34]([NH:33][C@H:28]([C:27]([N:26]([C@@H:22]([CH:23]([CH3:24])[CH3:25])/[CH:21]=[C:20](\[CH3:50])/[CH:19]=[O:18])[CH3:49])=[O:48])[C:29]([CH3:30])([CH3:32])[CH3:31])=[O:47])[NH:45][CH3:46])=[CH:39][CH:40]=1.[CH3:46][NH:45][C@H:35]([C:34]([NH:33][C@H:28]([C:27]([N:26]([C@@H:22]([CH:23]([CH3:25])[CH3:24])/[CH:21]=[C:20](\[CH3:50])/[CH:19]=[O:18])[CH3:49])=[O:48])[C:29]([CH3:32])([CH3:31])[CH3:30])=[O:47])[C:36]([CH3:44])([CH3:37])[C:38]1[CH:43]=[CH:42][CH:41]=[CH:40][CH:39]=1. (6) Given the reactants Br[C:2]1[CH:16]=[CH:15][CH:14]=[CH:13][C:3]=1[CH2:4][NH:5][C:6]([NH:8][CH2:9][C:10]([OH:12])=O)=[O:7].[CH2:17]([O:21][CH2:22][CH2:23][CH2:24][CH2:25][CH2:26][CH2:27][N:28]1[CH2:32][C@@H:31]([C:33]2[CH:44]=[CH:43][C:36]3[O:37][C:38]([CH3:42])([CH3:41])[O:39][CH2:40][C:35]=3[CH:34]=2)[O:30][C:29]1=[O:45])[CH2:18][C:19]#[CH:20].O.[NH:47]1[CH2:51][CH2:50][CH2:49][CH2:48]1, predict the reaction product. The product is: [CH3:42][C:38]1([CH3:41])[O:39][CH2:40][C:35]2[CH:34]=[C:33]([CH:31]3[O:30][C:29](=[O:45])[N:28]([CH2:27][CH2:26][CH2:25][CH2:24][CH2:23][CH2:22][O:21][CH2:17][CH2:18][CH2:19][CH2:20][C:2]4[CH:16]=[CH:15][CH:14]=[CH:13][C:3]=4[CH2:4][NH:5][C:6]([NH:8][CH2:9][C:10](=[O:12])[N:47]4[CH2:51][CH2:50][CH2:49][CH2:48]4)=[O:7])[CH2:32]3)[CH:44]=[CH:43][C:36]=2[O:37]1.